Regression. Given a target protein amino acid sequence and a drug SMILES string, predict the binding affinity score between them. We predict pKi (pKi = -log10(Ki in M); higher means stronger inhibition). Dataset: bindingdb_ki. From a dataset of Drug-target binding data from BindingDB using Ki measurements. (1) The small molecule is CCC(CC)CN(C[C@@H](O)[C@H](Cc1ccccc1)NC(=O)O[C@H]1CO[C@H]2OCC[C@@H]12)S(=O)(=O)c1ccc2c(c1)OCO2. The target protein sequence is PQITLWKRPIVTVKIGGQLREALLDTGADDTVLEDINLPGKWKPKMIVGIGGFVKVKQYEQVPIEICGKKAIGTVLVGPTPANIIGRNMLTQIGCTLNF. The pKi is 9.9. (2) The target protein sequence is AVPFVEDWDLVQTLGEGAYGEVQLAVNRVTEEAVAVKIVDMKRAVDCPENIKKEICINKMLNHENVVKFYGHRREGNIQYLFLEYCSGGELFDRIEPDIGMPEPDAQRFFHQLMAGVVYLHGIGITHRDIKPENLLLDERDNLKISDFGLATVFRYNNRERLLNKMCGTLPYVAPELLKRREFHAEPVDVWSCGIVLTAMLAGELPWDQPSDSCQEYSDWKEKKTYLNPWKKIDSAPLALLHKILVENPSARITIPDIKKDRWYNKPLKKGAKRPRVTS. The compound is COC(=O)Cc1ccc2c(c1)NC(=O)c1ccc(Nc3ccncc3)cc1N2. The pKi is 7.9. (3) The small molecule is CNC(C)Cc1ccc2c(c1)OCO2. The target is MLLARMKPQVQPELGGADQ. The pKi is 7.0. (4) The pKi is 7.4. The compound is O=C(O)CNC(=O)C1(CS)CCCC1. The target protein (P08473) has sequence MGKSESQMDITDINTPKPKKKQRWTPLEISLSVLVLLLTIIAVTMIALYATYDDGICKSSDCIKSAARLIQNMDATTEPCTDFFKYACGGWLKRNVIPETSSRYGNFDILRDELEVVLKDVLQEPKTEDIVAVQKAKALYRSCINESAIDSRGGEPLLKLLPDIYGWPVATENWEQKYGASWTAEKAIAQLNSKYGKKVLINLFVGTDDKNSVNHVIHIDQPRLGLPSRDYYECTGIYKEACTAYVDFMISVARLIRQEERLPIDENQLALEMNKVMELEKEIANATAKPEDRNDPMLLYNKMTLAQIQNNFSLEINGKPFSWLNFTNEIMSTVNISITNEEDVVVYAPEYLTKLKPILTKYSARDLQNLMSWRFIMDLVSSLSRTYKESRNAFRKALYGTTSETATWRRCANYVNGNMENAVGRLYVEAAFAGESKHVVEDLIAQIREVFIQTLDDLTWMDAETKKRAEEKALAIKERIGYPDDIVSNDNKLNNEYLEL.... (5) The compound is NS(=O)(=O)Cc1noc2ccccc12. The target protein (Q6NSN2) has sequence MTANAYDVIVIGGGISGLSAAKLLVDSGLNPVVLEARSRVGGRTYTVQNKETKWVDLGGAYIGPTQNRILRIAKQYGVKTYKVNEEESLVHYVKGKSYPFKGPFPPMWNPFAYMDYNNLWRTMDKMGMEIPKEAPWRAPHAEEWDKMTMQQLFDKICWTRSARRFATLFVNVNVTSEPHEVSALWFLWYVKQCGGTMRIFSTTNGGQERKFAGGANQISEGMARELGDRVKLSRAVCSIDQTGDLVEVRTVNEEVYKAKYVILAIPPGLNLKIHFNPELPPLRNQLIHRVPMGSVIKCMVYYKENFWRKKGYCGSMVIEEEDAPIGLTLDDTKPDGSVPAIMGFILARKSRKLANLTRDERKRRICEIYARVLGSEEALYPVHYEEKNWCEEEYSGGCYTAYFPPGIMTQFGRVLREPVGRLYFAGTETATEWSGYMEGAVQAGERASREVMCAMGKLHASQIWQSEPESMDVPARPFVTTFWERNLPSVGGFLKFMGVS.... The pKi is 4.5. (6) The compound is O=C(O)CCC/C=C\C[C@H]1[C@@H](O)C[C@@H](O)[C@@H]1/C=C/[C@@H](O)COc1cccc(Cl)c1. The target protein (P43088) has sequence MSMNNSKQLVSPAAALLSNTTCQTENRLSVFFSVIFMTVGILSNSLAIAILMKAYQRFRQKSKASFLLLASGLVITDFFGHLINGAIAVFVYASDKEWIRFDQSNVLCSIFGICMVFSGLCPLLLGSVMAIERCIGVTKPIFHSTKITSKHVKMMLSGVCLFAVFIALLPILGHRDYKIQASRTWCFYNTEDIKDWEDRFYLLLFSFLGLLALGVSLLCNAITGITLLRVKFKSQQHRQGRSHHLEMVIQLLAIMCVSCICWSPFLVTMANIGINGNHSLETCETTLFALRMATWNQILDPWVYILLRKAVLKNLYKLASQCCGVHVISLHIWELSSIKNSLKVAAISESPVAEKSAST. The pKi is 9.2.